From a dataset of Catalyst prediction with 721,799 reactions and 888 catalyst types from USPTO. Predict which catalyst facilitates the given reaction. (1) Reactant: C([O:3][C:4](=[O:35])[CH:5]([O:31][CH:32]([CH3:34])[CH3:33])[CH2:6][C:7]1[CH:12]=[CH:11][C:10]([O:13][CH2:14][CH2:15][CH:16]2[CH2:20][N:19]([CH2:21][C:22]3[CH:27]=[CH:26][C:25]([OH:28])=[CH:24][CH:23]=3)[C:18](=[O:29])[N:17]2[CH3:30])=[CH:9][CH:8]=1)C.[OH-].[Na+]. Product: [OH:28][C:25]1[CH:24]=[CH:23][C:22]([CH2:21][N:19]2[CH2:20][CH:16]([CH2:15][CH2:14][O:13][C:10]3[CH:11]=[CH:12][C:7]([CH2:6][CH:5]([O:31][CH:32]([CH3:33])[CH3:34])[C:4]([OH:35])=[O:3])=[CH:8][CH:9]=3)[N:17]([CH3:30])[C:18]2=[O:29])=[CH:27][CH:26]=1. The catalyst class is: 8. (2) Reactant: [Si]([O:8][C@@H:9]1[CH2:13][C@@H:12]([NH:14][C:15]2[CH:20]=[C:19]([NH:21][C@H:22]3[C:30]4[C:25](=[CH:26][CH:27]=[CH:28][CH:29]=4)[CH2:24][C@H:23]3[O:31][CH3:32])[N:18]=[CH:17][N:16]=2)[CH2:11][C@@H:10]1[CH2:33][OH:34])(C(C)(C)C)(C)C.N1C=CC=CC=1.Cl[S:42]([NH2:45])(=[O:44])=[O:43]. The catalyst class is: 10. Product: [S:42](=[O:44])(=[O:43])([O:34][CH2:33][C@H:10]1[CH2:11][C@H:12]([NH:14][C:15]2[CH:20]=[C:19]([NH:21][C@H:22]3[C:30]4[C:25](=[CH:26][CH:27]=[CH:28][CH:29]=4)[CH2:24][C@H:23]3[O:31][CH3:32])[N:18]=[CH:17][N:16]=2)[CH2:13][C@H:9]1[OH:8])[NH2:45]. (3) Product: [CH3:23][O:24][C:10](=[O:11])[C:12]#[C:2][CH2:1][O:3][CH2:4][CH3:5]. The catalyst class is: 6. Reactant: [CH2:1]([O:3][CH2:4][C:5]#CCO)[CH3:2].C[C:10]([CH3:12])=[O:11].OS(O)(=O)=O.O=[Cr](=O)=O.C[C:23](C)=[O:24]. (4) Reactant: Cl[C:2]1[CH:3]=[CH:4][C:5]([N+:14]([O-:16])=[O:15])=[C:6]([N:8]2[CH2:13][CH2:12][CH2:11][CH2:10][CH2:9]2)[CH:7]=1.[NH:17]1[CH2:22][CH2:21][O:20][CH2:19][CH2:18]1. Product: [N+:14]([C:5]1[CH:4]=[CH:3][C:2]([N:17]2[CH2:22][CH2:21][O:20][CH2:19][CH2:18]2)=[CH:7][C:6]=1[N:8]1[CH2:13][CH2:12][CH2:11][CH2:10][CH2:9]1)([O-:16])=[O:15]. The catalyst class is: 6.